The task is: Predict the reaction yield, written as a fraction of the theoretical maximum amount of product (1.0 means a 100% yield; for example, 0.34 means a 34% yield).. This data is from Reaction yield outcomes from USPTO patents with 853,638 reactions. (1) The reactants are C[O:2][C:3]([C:5]1[CH:6]=[C:7]([NH:11][C:12]2[N:17]=[C:16]([NH:18][C:19]3[CH:24]=[CH:23][CH:22]=[C:21]([C:25]([O:27]C)=[O:26])[CH:20]=3)[C:15]([F:29])=[CH:14][N:13]=2)[CH:8]=[CH:9][CH:10]=1)=[O:4].[OH-].[Na+]. The catalyst is C1COCC1.O.C(OCC)(=O)C. The product is [C:3]([C:5]1[CH:6]=[C:7]([NH:11][C:12]2[N:17]=[C:16]([NH:18][C:19]3[CH:24]=[CH:23][CH:22]=[C:21]([C:25]([OH:27])=[O:26])[CH:20]=3)[C:15]([F:29])=[CH:14][N:13]=2)[CH:8]=[CH:9][CH:10]=1)([OH:4])=[O:2]. The yield is 0.580. (2) The reactants are Br[C:2]1[N:3]=[C:4]([CH:24]2[CH2:29][CH2:28][CH2:27][CH2:26][CH2:25]2)[N:5]2[C:10]3[CH:11]=[CH:12][N:13](S(C4C=CC(C)=CC=4)(=O)=O)[C:9]=3[N:8]=[CH:7][C:6]=12.[CH3:30][S:31]([C:34]1[CH:39]=[CH:38][C:37](B(O)O)=[CH:36][CH:35]=1)(=[O:33])=[O:32].C(=O)([O-])[O-].[Cs+].[Cs+].[OH-].[Na+].[NH4+].[Cl-]. The catalyst is O1CCOCC1.Cl[Pd](Cl)([P](C1C=CC=CC=1)(C1C=CC=CC=1)C1C=CC=CC=1)[P](C1C=CC=CC=1)(C1C=CC=CC=1)C1C=CC=CC=1.C(Cl)Cl.O.CCO. The product is [CH:24]1([C:4]2[N:5]3[C:10]4[CH:11]=[CH:12][NH:13][C:9]=4[N:8]=[CH:7][C:6]3=[C:2]([C:37]3[CH:38]=[CH:39][C:34]([S:31]([CH3:30])(=[O:33])=[O:32])=[CH:35][CH:36]=3)[N:3]=2)[CH2:29][CH2:28][CH2:27][CH2:26][CH2:25]1. The yield is 0.410. (3) The reactants are Br[C:2]1[S:3][CH:4]=[C:5]([C:7]([O:9][CH2:10][CH3:11])=[O:8])[N:6]=1.[Br:12][C:13]1[CH:14]=[C:15](B(O)O)[CH:16]=[CH:17][CH:18]=1. No catalyst specified. The product is [Br:12][C:13]1[CH:18]=[C:17]([C:2]2[S:3][CH:4]=[C:5]([C:7]([O:9][CH2:10][CH3:11])=[O:8])[N:6]=2)[CH:16]=[CH:15][CH:14]=1. The yield is 0.680. (4) The reactants are [O:1]1[C:5]2([CH2:10][CH2:9][NH:8][CH2:7][CH2:6]2)[O:4][CH2:3][CH2:2]1.CC([O-])(C)C.[Na+].Br[C:18]1[CH:23]=[CH:22][CH:21]=[CH:20][CH:19]=1.C1(C)C=CC=CC=1. The catalyst is [Pd].[Pd].C(=CC(C=CC1C=CC=CC=1)=O)C1C=CC=CC=1.C(=CC(C=CC1C=CC=CC=1)=O)C1C=CC=CC=1.C(=CC(C=CC1C=CC=CC=1)=O)C1C=CC=CC=1.C1(C2C3C(=CC=CC=3)C=CC=2P(C2C=CC=CC=2)C2C=CC=CC=2)C2C(=CC=CC=2)C=CC=1P(C1C=CC=CC=1)C1C=CC=CC=1.O. The product is [C:18]1([N:8]2[CH2:9][CH2:10][C:5]3([O:4][CH2:3][CH2:2][O:1]3)[CH2:6][CH2:7]2)[CH:23]=[CH:22][CH:21]=[CH:20][CH:19]=1. The yield is 0.990. (5) The reactants are [O:1]1[C:5]2[CH:6]=[CH:7][CH:8]=[CH:9][C:4]=2[C:3]([CH2:10][C:11]([OH:13])=O)=[N:2]1.C(N=C=NCCCN(C)C)C.[C:25]1([S:31]([NH2:34])(=[O:33])=[O:32])[CH:30]=[CH:29][CH:28]=[CH:27][CH:26]=1. The catalyst is C(Cl)Cl.CN(C)C1C=CN=CC=1. The product is [O:1]1[C:5]2[CH:6]=[CH:7][CH:8]=[CH:9][C:4]=2[C:3]([CH2:10][C:11]([NH:34][S:31]([C:25]2[CH:30]=[CH:29][CH:28]=[CH:27][CH:26]=2)(=[O:33])=[O:32])=[O:13])=[N:2]1. The yield is 0.220. (6) No catalyst specified. The yield is 0.260. The reactants are [OH:1][C@@:2]1([C:9]#[C:10][C:11]2[CH:12]=[C:13]([C:17]3[N:18]=[C:19]([C:26]([O:28]CC)=O)[N:20]4[CH2:25][CH2:24][CH2:23][CH2:22][C:21]=34)[CH:14]=[CH:15][CH:16]=2)[CH2:6][CH2:5][N:4]([CH3:7])[C:3]1=[O:8].[NH3:31]. The product is [OH:1][C@@:2]1([C:9]#[C:10][C:11]2[CH:12]=[C:13]([C:17]3[N:18]=[C:19]([C:26]([NH2:31])=[O:28])[N:20]4[CH2:25][CH2:24][CH2:23][CH2:22][C:21]=34)[CH:14]=[CH:15][CH:16]=2)[CH2:6][CH2:5][N:4]([CH3:7])[C:3]1=[O:8]. (7) The product is [F:16][CH2:15][C:12]1([CH2:13][F:14])[CH2:7][CH2:8][C:9]([B:19]2[O:23][C:22]([CH3:25])([CH3:24])[C:21]([CH3:27])([CH3:26])[O:20]2)=[CH:10][CH2:11]1. The catalyst is O1CCOCC1.C(OCC)(=O)C.C1C=CC(P(C2C=CC=CC=2)[C-]2C=CC=C2)=CC=1.C1C=CC(P(C2C=CC=CC=2)[C-]2C=CC=C2)=CC=1.Cl[Pd]Cl.[Fe+2]. The reactants are FC(F)(F)S(O[C:7]1[C:12]([CH2:15][F:16])([CH2:13][F:14])[CH2:11][CH2:10][CH2:9][CH:8]=1)(=O)=O.[B:19]1([B:19]2[O:23][C:22]([CH3:25])([CH3:24])[C:21]([CH3:27])([CH3:26])[O:20]2)[O:23][C:22]([CH3:25])([CH3:24])[C:21]([CH3:27])([CH3:26])[O:20]1.C([O-])(=O)C.[K+]. The yield is 0.720. (8) The reactants are [C:1]1(=O)[C:13]2[C:5]([C:6]3[C:11]([CH:12]=2)=[CH:10][CH:9]=[CH:8][CH:7]=3)=[CH:4][CH:3]=[CH:2]1.[NH3:15].[ClH:16]. The catalyst is C(OCC)C. The product is [ClH:16].[C:1]1(=[NH:15])[C:13]2[C:5]([C:6]3[C:11]([CH:12]=2)=[CH:10][CH:9]=[CH:8][CH:7]=3)=[CH:4][CH:3]=[CH:2]1. The yield is 0.710. (9) The reactants are [NH2:1][CH2:2][CH2:3][CH2:4][CH2:5][C:6]1[CH:15]=[CH:14][C:9]([C:10]([NH:12][CH3:13])=[O:11])=[C:8]([NH:16][CH2:17][CH3:18])[N:7]=1.C(N(CC)CC)C.[C:26]([O:30][C:31]([N:33]([C:45]([O:47][C:48]([CH3:51])([CH3:50])[CH3:49])=[O:46])[C:34]1[N:39]=[CH:38][C:37](/[CH:40]=[CH:41]/[C:42](O)=[O:43])=[CH:36][CH:35]=1)=[O:32])([CH3:29])([CH3:28])[CH3:27].F[P-](F)(F)(F)(F)F.N1(O[P+](N(C)C)(N(C)C)N(C)C)C2C=CC=CC=2N=N1. The catalyst is C1COCC1. The product is [C:26]([O:30][C:31]([N:33]([C:45]([O:47][C:48]([CH3:51])([CH3:50])[CH3:49])=[O:46])[C:34]1[N:39]=[CH:38][C:37](/[CH:40]=[CH:41]/[C:42]([NH:1][CH2:2][CH2:3][CH2:4][CH2:5][C:6]2[CH:15]=[CH:14][C:9]([C:10]([NH:12][CH3:13])=[O:11])=[C:8]([NH:16][CH2:17][CH3:18])[N:7]=2)=[O:43])=[CH:36][CH:35]=1)=[O:32])([CH3:29])([CH3:28])[CH3:27]. The yield is 0.550. (10) The reactants are [F:1][C:2]1[C:3]([N+:11]([O-:13])=[O:12])=[C:4]([CH:8]=[CH:9][CH:10]=1)[C:5]([OH:7])=[O:6].S(=O)(=O)(O)O.C([O-])(O)=O.[Na+].[CH2:24](O)[CH3:25]. No catalyst specified. The product is [CH2:24]([C:10]1[CH:9]=[CH:8][C:4]([C:5]([OH:7])=[O:6])=[C:3]([N+:11]([O-:13])=[O:12])[C:2]=1[F:1])[CH3:25]. The yield is 0.680.